From a dataset of Full USPTO retrosynthesis dataset with 1.9M reactions from patents (1976-2016). Predict the reactants needed to synthesize the given product. (1) The reactants are: [C:1]([C:5]1[C:10]([F:11])=[C:9]([S:12][CH3:13])[N:8]=[C:7]([C:14]2[C:22]3[C:17](=[N:18][CH:19]=[C:20]([Cl:23])[CH:21]=3)[NH:16][CH:15]=2)[N:6]=1)([CH3:4])([CH3:3])[CH3:2].C1C=C(Cl)C=C(C(OO)=[O:32])C=1. Given the product [C:1]([C:5]1[C:10]([F:11])=[C:9]([S:12]([CH3:13])=[O:32])[N:8]=[C:7]([C:14]2[C:22]3[C:17](=[N:18][CH:19]=[C:20]([Cl:23])[CH:21]=3)[NH:16][CH:15]=2)[N:6]=1)([CH3:4])([CH3:2])[CH3:3], predict the reactants needed to synthesize it. (2) The reactants are: [I:1][C:2]1[CH:7]=[CH:6][C:5]([C:8](=O)[CH2:9][C:10]([O:12]CC)=[O:11])=[CH:4][CH:3]=1.Cl.[NH2:17]O.[OH-].[Na+]. Given the product [I:1][C:2]1[CH:7]=[CH:6][C:5]([C:8]2[CH2:9][C:10](=[O:11])[O:12][N:17]=2)=[CH:4][CH:3]=1, predict the reactants needed to synthesize it. (3) Given the product [C:27]([O:26][C:24]([N:11]([CH2:10][C:7]1[CH:6]=[CH:5][C:4]([C:3]([OH:31])=[O:2])=[CH:9][CH:8]=1)[C:12]1[CH:17]=[CH:16][C:15]([CH:18]2[CH2:23][CH2:22][CH2:21][CH2:20][CH2:19]2)=[CH:14][CH:13]=1)=[O:25])([CH3:30])([CH3:28])[CH3:29], predict the reactants needed to synthesize it. The reactants are: C[O:2][C:3](=[O:31])[C:4]1[CH:9]=[CH:8][C:7]([CH2:10][N:11]([C:24]([O:26][C:27]([CH3:30])([CH3:29])[CH3:28])=[O:25])[C:12]2[CH:17]=[CH:16][C:15]([CH:18]3[CH2:23][CH2:22][CH2:21][CH2:20][CH2:19]3)=[CH:14][CH:13]=2)=[CH:6][CH:5]=1.[OH-].[Na+]. (4) Given the product [Br:16][C:11]1[S:10][CH:9]=[C:8]([C:4]2[CH:5]=[CH:6][CH:7]=[C:2]([Br:1])[CH:3]=2)[N:12]=1, predict the reactants needed to synthesize it. The reactants are: [Br:1][C:2]1[CH:3]=[C:4]([C:8](=O)[CH2:9][S:10][C:11]#[N:12])[CH:5]=[CH:6][CH:7]=1.[OH-].[Na+].[BrH:16].